From a dataset of Human liver microsome stability data. Regression/Classification. Given a drug SMILES string, predict its absorption, distribution, metabolism, or excretion properties. Task type varies by dataset: regression for continuous measurements (e.g., permeability, clearance, half-life) or binary classification for categorical outcomes (e.g., BBB penetration, CYP inhibition). Dataset: hlm. The molecule is COc1ccc(-c2c(C3CCCC3)c3ccc(C(=O)NC4(C(=O)Nc5ccc(C=CC(=O)O)cc5)CCC4)cc3n2C)cn1. The result is 0 (unstable in human liver microsomes).